From a dataset of Full USPTO retrosynthesis dataset with 1.9M reactions from patents (1976-2016). Predict the reactants needed to synthesize the given product. (1) Given the product [C:19]([O:10][C:9]1[CH:11]=[CH:12][C:4]([C:2](=[O:3])[CH3:1])=[CH:5][C:6]=1[O:7][CH3:8])(=[O:21])[CH3:20], predict the reactants needed to synthesize it. The reactants are: [CH3:1][C:2]([C:4]1[CH:12]=[CH:11][C:9]([OH:10])=[C:6]([O:7][CH3:8])[CH:5]=1)=[O:3].N1C=CC=CC=1.[C:19](O)(=[O:21])[CH3:20]. (2) Given the product [OH:9][CH2:8][C:6]1[N:7]=[C:2]([NH:1][C:24]([NH2:23])=[S:25])[CH:3]=[CH:4][CH:5]=1, predict the reactants needed to synthesize it. The reactants are: [NH2:1][C:2]1[N:7]=[C:6]([CH2:8][OH:9])[CH:5]=[CH:4][CH:3]=1.CN(C=O)C.C([N:23]=[C:24]=[S:25])(=O)C1C=CC=CC=1. (3) Given the product [Br:1][C:2]1[C:7]([N+:8]([O-:10])=[O:9])=[CH:6][CH:5]=[CH:4][C:3]=1[CH2:11][Br:19], predict the reactants needed to synthesize it. The reactants are: [Br:1][C:2]1[C:7]([N+:8]([O-:10])=[O:9])=[CH:6][CH:5]=[CH:4][C:3]=1[CH3:11].C1C(=O)N([Br:19])C(=O)C1. (4) Given the product [I:1][C:2]1[NH:6][C:5]([C@@H:7]2[CH2:11][C@H:10]([CH3:12])[CH2:9][NH:8]2)=[N:4][CH:3]=1, predict the reactants needed to synthesize it. The reactants are: [I:1][C:2]1[NH:6][C:5]([C@@H:7]2[CH2:11][C@H:10]([CH3:12])[CH2:9][N:8]2C(OC(C)(C)C)=O)=[N:4][CH:3]=1.Cl. (5) Given the product [F:27][C@@H:28]([CH2:38][I:6])[CH2:29][NH:30][C:31](=[O:37])[O:32][C:33]([CH3:36])([CH3:35])[CH3:34], predict the reactants needed to synthesize it. The reactants are: N1C=CN=C1.[I:6]I.C1(P(C2C=CC=CC=2)C2C=CC=CC=2)C=CC=CC=1.[F:27][C@@H:28]([CH2:38]O)[CH2:29][NH:30][C:31](=[O:37])[O:32][C:33]([CH3:36])([CH3:35])[CH3:34]. (6) Given the product [N+:8]([C:5]1[CH:6]=[CH:7][C:2]([N:11]2[CH:15]=[N:14][CH:13]=[N:12]2)=[N:3][CH:4]=1)([O-:10])=[O:9], predict the reactants needed to synthesize it. The reactants are: F[C:2]1[CH:7]=[CH:6][C:5]([N+:8]([O-:10])=[O:9])=[CH:4][N:3]=1.[NH:11]1[CH:15]=[N:14][CH:13]=[N:12]1.C([O-])([O-])=O.[K+].[K+].